Task: Predict the product of the given reaction.. Dataset: Forward reaction prediction with 1.9M reactions from USPTO patents (1976-2016) (1) Given the reactants [NH2:1][C:2]1[C:3]([Cl:12])=[C:4]([C:8]([Cl:11])=[CH:9][CH:10]=1)[C:5]([OH:7])=[O:6].C(N(CC)CC)C.[F:20][CH2:21][CH2:22][CH2:23][S:24](Cl)(=[O:26])=[O:25].O, predict the reaction product. The product is: [Cl:12][C:3]1[C:2]([NH:1][S:24]([CH2:23][CH2:22][CH2:21][F:20])(=[O:26])=[O:25])=[CH:10][CH:9]=[C:8]([Cl:11])[C:4]=1[C:5]([OH:7])=[O:6]. (2) Given the reactants C(OC([N:8]1[CH2:13][CH2:12][CH:11]([CH:14]([C:39]2[CH:44]=[CH:43][C:42]([F:45])=[CH:41][CH:40]=2)[C:15]([N:17]2[CH2:22][CH2:21][N:20]([CH2:23][CH2:24][CH2:25][CH2:26][C:27]3[C:36]4[C:31](=[CH:32][CH:33]=[CH:34][CH:35]=4)[CH:30]=[CH:29][C:28]=3[O:37][CH3:38])[CH2:19][CH2:18]2)=[O:16])[CH2:10][CH2:9]1)=O)(C)(C)C.[ClH:46].O1CCOCC1.CCOCC, predict the reaction product. The product is: [ClH:46].[ClH:46].[F:45][C:42]1[CH:43]=[CH:44][C:39]([CH:14]([CH:11]2[CH2:10][CH2:9][NH:8][CH2:13][CH2:12]2)[C:15]([N:17]2[CH2:22][CH2:21][N:20]([CH2:23][CH2:24][CH2:25][CH2:26][C:27]3[C:36]4[C:31](=[CH:32][CH:33]=[CH:34][CH:35]=4)[CH:30]=[CH:29][C:28]=3[O:37][CH3:38])[CH2:19][CH2:18]2)=[O:16])=[CH:40][CH:41]=1. (3) Given the reactants [CH3:1][O:2][C:3]1[CH:4]=[C:5]([NH:11][C:12]2[C:13]3[N:29]=[CH:28][S:27][C:14]=3[N:15]=[C:16]([C:18]3[CH:19]=[C:20]([CH:24]=[CH:25][CH:26]=3)[C:21](O)=[O:22])[N:17]=2)[CH:6]=[CH:7][C:8]=1[O:9][CH3:10].[NH:30]1[C:38]2[C:33](=[CH:34][C:35]([NH2:39])=[CH:36][CH:37]=2)[CH:32]=[N:31]1.CCN=C=NCCCN(C)C.CN1C=CN=C1, predict the reaction product. The product is: [CH3:1][O:2][C:3]1[CH:4]=[C:5]([NH:11][C:12]2[C:13]3[N:29]=[CH:28][S:27][C:14]=3[N:15]=[C:16]([C:18]3[CH:19]=[C:20]([CH:24]=[CH:25][CH:26]=3)[C:21]([NH:39][C:35]3[CH:34]=[C:33]4[C:38](=[CH:37][CH:36]=3)[NH:30][N:31]=[CH:32]4)=[O:22])[N:17]=2)[CH:6]=[CH:7][C:8]=1[O:9][CH3:10]. (4) Given the reactants [C:1]([C:4]1[C:12]2[C:7](=[CH:8][CH:9]=[C:10]([OH:13])[CH:11]=2)[N:6]([CH2:14][C:15]([O:17]C(C)(C)C)=[O:16])[CH:5]=1)(=[O:3])[CH3:2], predict the reaction product. The product is: [C:1]([C:4]1[C:12]2[C:7](=[CH:8][CH:9]=[C:10]([OH:13])[CH:11]=2)[N:6]([CH2:14][C:15]([OH:17])=[O:16])[CH:5]=1)(=[O:3])[CH3:2].